Dataset: Full USPTO retrosynthesis dataset with 1.9M reactions from patents (1976-2016). Task: Predict the reactants needed to synthesize the given product. The reactants are: [C:1]([C@@H:3]([NH:5][C:6](=[O:12])OC(C)(C)C)[CH3:4])#[N:2].[CH2:13]([C:21]1[CH:29]=[CH:28][C:24](C(O)=O)=[CH:23][CH:22]=1)[CH2:14][CH2:15][CH2:16][CH2:17][CH2:18][CH2:19][CH3:20]. Given the product [C:1]([C@@H:3]([NH:5][C:6](=[O:12])[C:24]1[CH:23]=[CH:22][C:21]([CH2:13][CH2:14][CH2:15][CH2:16][CH2:17][CH2:18][CH2:19][CH3:20])=[CH:29][CH:28]=1)[CH3:4])#[N:2], predict the reactants needed to synthesize it.